This data is from Reaction yield outcomes from USPTO patents with 853,638 reactions. The task is: Predict the reaction yield, written as a fraction of the theoretical maximum amount of product (1.0 means a 100% yield; for example, 0.34 means a 34% yield). (1) The catalyst is CO.[Pd]. The product is [CH3:1][O:2][C:3](=[O:23])[C:4]1[CH:5]=[CH:6][C:7]([O:10][CH2:11][CH2:12][CH2:13][CH2:14][OH:15])=[CH:8][CH:9]=1. The yield is 0.930. The reactants are [CH3:1][O:2][C:3](=[O:23])[C:4]1[CH:9]=[CH:8][C:7]([O:10][CH2:11][CH2:12][CH2:13][CH2:14][O:15]CC2C=CC=CC=2)=[CH:6][CH:5]=1. (2) The reactants are O=C(Cl)[O:3][C:4](Cl)(Cl)Cl.[CH:9]([NH:12][C:13]1[C:18]([CH2:19][NH:20][C:21]2[CH:22]=[C:23]([CH:26]=[C:27]([N+:29]([O-:31])=[O:30])[CH:28]=2)[C:24]#[N:25])=[CH:17][N:16]=[C:15]([S:32][CH3:33])[N:14]=1)([CH3:11])[CH3:10]. The catalyst is CCN(CC)CC. The product is [CH:9]([N:12]1[C:13]2=[N:14][C:15]([S:32][CH3:33])=[N:16][CH:17]=[C:18]2[CH2:19][N:20]([C:21]2[CH:22]=[C:23]([CH:26]=[C:27]([N+:29]([O-:31])=[O:30])[CH:28]=2)[C:24]#[N:25])[C:4]1=[O:3])([CH3:11])[CH3:10]. The yield is 0.510.